From a dataset of Peptide-MHC class I binding affinity with 185,985 pairs from IEDB/IMGT. Regression. Given a peptide amino acid sequence and an MHC pseudo amino acid sequence, predict their binding affinity value. This is MHC class I binding data. (1) The peptide sequence is NILIVLYYL. The MHC is HLA-A02:01 with pseudo-sequence HLA-A02:01. The binding affinity (normalized) is 0.149. (2) The peptide sequence is WILTHTLYR. The MHC is HLA-B27:03 with pseudo-sequence HLA-B27:03. The binding affinity (normalized) is 0.0847.